Dataset: hERG Central: cardiac toxicity at 1µM, 10µM, and general inhibition. Task: Predict hERG channel inhibition at various concentrations. (1) The molecule is CC(C)Cc1ccc(CN2CCCC(NC(=O)c3cccc(-n4cnnc4)c3)C2)cc1. Results: hERG_inhib (hERG inhibition (general)): blocker. (2) The drug is O=C(CN1CCCN(S(=O)(=O)c2ccc(F)cc2)CC1)Nc1cccc(F)c1. Results: hERG_inhib (hERG inhibition (general)): blocker. (3) The molecule is CCCCN(C)CCCNC(=O)C1CCC(CNS(=O)(=O)c2c(C)cc(C)cc2C)CC1. Results: hERG_inhib (hERG inhibition (general)): blocker. (4) The compound is COC(=O)c1c(NC(=O)CSc2nnc(Cn3nnc4ccccc43)n2C)sc(C)c1C. Results: hERG_inhib (hERG inhibition (general)): blocker. (5) The drug is Cc1sc2ncnc(N/N=C/c3cccc(O)c3)c2c1C. Results: hERG_inhib (hERG inhibition (general)): blocker.